Dataset: Forward reaction prediction with 1.9M reactions from USPTO patents (1976-2016). Task: Predict the product of the given reaction. (1) The product is: [C:16]([O:15][C:13]([NH:12][CH2:11][C:4]1([CH2:7][C:8]([OH:10])=[O:9])[CH2:3][CH2:2][CH2:1][CH2:6][CH2:5]1)=[O:14])([CH3:19])([CH3:18])[CH3:17]. Given the reactants [CH2:1]1[CH2:6][CH2:5][C:4]([CH2:11][NH2:12])([CH2:7][C:8]([OH:10])=[O:9])[CH2:3][CH2:2]1.[C:13](O[C:13]([O:15][C:16]([CH3:19])([CH3:18])[CH3:17])=[O:14])([O:15][C:16]([CH3:19])([CH3:18])[CH3:17])=[O:14], predict the reaction product. (2) Given the reactants [NH2:1][CH2:2][CH2:3][S:4][S:5][CH2:6][CH2:7][NH:8][C:9](=[O:29])[CH2:10][CH2:11][CH2:12]/[CH:13]=[CH:14]\[CH2:15]/[CH:16]=[CH:17]\[CH2:18]/[CH:19]=[CH:20]\[CH2:21]/[CH:22]=[CH:23]\[CH2:24]/[CH:25]=[CH:26]\[CH2:27][CH3:28].[C:30]([OH:36])(=O)[CH:31]([CH2:33][OH:34])[OH:32], predict the reaction product. The product is: [OH:32][C@H:31]([C@@H:30]([OH:36])[C@H:30]([OH:36])[C@H:31]([OH:32])[CH2:33][OH:34])[C:33]([NH:1][CH2:2][CH2:3][S:4][S:5][CH2:6][CH2:7][NH:8][C:9](=[O:29])[CH2:10][CH2:11][CH2:12]/[CH:13]=[CH:14]\[CH2:15]/[CH:16]=[CH:17]\[CH2:18]/[CH:19]=[CH:20]\[CH2:21]/[CH:22]=[CH:23]\[CH2:24]/[CH:25]=[CH:26]\[CH2:27][CH3:28])=[O:34].